Dataset: Experimentally validated miRNA-target interactions with 360,000+ pairs, plus equal number of negative samples. Task: Binary Classification. Given a miRNA mature sequence and a target amino acid sequence, predict their likelihood of interaction. (1) The miRNA is hsa-miR-6891-5p with sequence UAAGGAGGGGGAUGAGGGG. The protein sequence of the target gene is MLGTVKMEGHETSDWNSYYADTQEAYSSVPVSNMNSGLGSMNSMNTYMTMNTMTTSGNMTPASFNMSYANPGLGAGLSPGAVAGMPGGSAGAMNSMTAAGVTAMGTALSPSGMGAMGAQQAASMNGLGPYAAAMNPCMSPMAYAPSNLGRSRAGGGGDAKTFKRSYPHAKPPYSYISLITMAIQQAPSKMLTLSEIYQWIMDLFPYYRQNQQRWQNSIRHSLSFNDCFVKVARSPDKPGKGSYWTLHPDSGNMFENGCYLRRQKRFKCEKQPGAGGGGGSGSGGSGAKGGPESRKDPSGA.... Result: 1 (interaction). (2) The miRNA is hsa-miR-4786-5p with sequence UGAGACCAGGACUGGAUGCACC. The protein sequence of the target gene is MASSCAVQVKLELGHRAQVRKKPTVEGFTHDWMVFVRGPEHSNIQHFVEKVVFHLHESFPRPKRVCKDPPYKVEESGYAGFILPIEVYFKNKEEPKKVRFDYDLFLHLEGHPPVNHLRCEKLTFNNPTEDFRRKLLKAGGDPNRSIHTSSSSSSSSSSSSSSSSSSSSSSSSSSSSSSSSSSSSSSSSSSTSFSKPHKLMKEHKEKPSKDSREHKSAFKEPSRDHNKSSKDSSKKPKENKPLKEEKIVPKMAFKEPKPMSKEPKADSNLLTVTSGQQDKKAPSKRPPASDSEELSAKKRK.... Result: 0 (no interaction). (3) The miRNA is mmu-miR-542-3p with sequence UGUGACAGAUUGAUAACUGAAA. The protein sequence of the target gene is MLFKQQVWLRQKLLVLGSLAVGSLLYLVARVGSLDRLQPICPVESRFGGAHNQAELPLRALQFKRGLLHEFRKGNSSKEQVHLHDLVQQLPKAIIIGVRKGGTRALLEMLNLHPAVVKASQEIHFFDNDENYAKGIEWYRKKMPFSYPQQITIEKSPAYFITEEVPERIYKMNSSIKLLIIVREPTTRAISDYTQVLEGKERKNKTYYKFEKLAIDPNTCEVNTKYKAVRTSIYTKHLERWLKYFPIEQFHIVDGDRLITEPLPELQLVEKFLNLPPRISQYNLYFNATRGFYCLRFNII.... Result: 0 (no interaction). (4) The miRNA is hsa-miR-4804-3p with sequence UGCUUAACCUUGCCCUCGAAA. The protein sequence of the target gene is MRKIDLCLSSEGSEVILATSSDEKHPPENIIDGNPETFWTTTGMFPQEFIICFHKHVRIERLVIQSYFVQTLKIEKSTSKEPVDFEQWIEKDLVHTEGQLQNEEIVAHDGSATYLRFIIVSAFDHFASVHSVSAEGTVVSNLSS. Result: 0 (no interaction). (5) The miRNA is mmu-miR-1298-5p with sequence UUCAUUCGGCUGUCCAGAUGUA. The protein sequence of the target gene is MRLTPRALCSAAQAAWRENFPLCGRDVARWFPGHMAKGLKKMQSSLKLVDCIIEVHDARIPLSGRNPLFQETLGLKPHLLVLNKMDLADLTEQQKIMQHLEGEGLKNVIFTNCVKDENVKQIIPMVTELIGRSHRYHRKENLEYCIMVIGVPNVGKSSLINSLRRQHLRKGKATRVGGEPGITRAVMSKIQVSERPLMFLLDTPGVLAPRIESVETGLKLALCGTVLDHLVGEETMADYLLYTLNKHQRFGYVQHYGLGSACDNVERVLKSVAVKLGKTQKVKVLTGTGNVNIIQPNYPA.... Result: 0 (no interaction). (6) The miRNA is hsa-miR-4797-3p with sequence UCUCAGUAAGUGGCACUCUGU. The protein sequence of the target gene is MSMSANTMIFMILGASIVMAIACLMDMNALLDRFHNYILPHLRGEDRVCHCNCGRHHIHYVIPYDGDQSVVDASENYFVTDNVTKQEIDLMLGLLLGFCISWFLVWMDGVLHCAVRAWRAGRRYDGSWTWLPKLCSLRELGRRPHRPFEEPTGNMVHVKQKLYHNGHPSPRHL. Result: 0 (no interaction). (7) The miRNA is hsa-miR-924 with sequence AGAGUCUUGUGAUGUCUUGC. The protein sequence of the target gene is MIKFQERVTFKDVAVVFTKEELALLDKAQINLYQDVMLENFRNLMLVRDGIKNNILNLQAKGLSYLSQEVLHCWQIWKQRIRDLTVSQDYIVNLQEECSPHLEDVSLSEEWAGISLQISENENYVVNAIIKNQDITAWQSLTQVLTPESWRKANIMTEPQNSQGRYKGIYMEEKLYRRAQHDDSLSWTSCDHHESQECKGEDPGRHPNCGKNLGMKSTVEKRNAAHVLPQPFPCNNCGVAFADDTDPHVHHSTHLGEKSYKCDQYGKNFSQSQDLIVHCKTHSGKTPYEFHEWPMGCKQS.... Result: 1 (interaction). (8) The miRNA is hsa-miR-184 with sequence UGGACGGAGAACUGAUAAGGGU. The protein sequence of the target gene is MIRQERSTSYQELSEELVQVVENSELADEQDKETVRVQGPGILPGLDSESASSSIRFSKACLKNVFSVLLIFIYLLLMAVAVFLVYRTITDFREKLKHPVMSVSYKEVDRYDAPGIALYPGQAQLLSCKHHYEVIPPLTSPGQPGDMNCTTQRINYTDPFSNQTVKSALIVQGPREVKKRELVFLQFRLNKSSEDFSAIDYLLFSSFQEFLQSPNRVGFMQACESAYSSWKFSGGFRTWVKMSLVKTKEEDGREAVEFRQETSVVNYIDQRPAAKKSAQLFFVVFEWKDPFIQKVQDIVT.... Result: 0 (no interaction).